Dataset: Full USPTO retrosynthesis dataset with 1.9M reactions from patents (1976-2016). Task: Predict the reactants needed to synthesize the given product. (1) Given the product [O:1]([C:21]([CH3:23])([OH:22])[C:20]([OH:25])=[O:24])[Si:2]([C:5]([CH3:8])([CH3:7])[CH3:6])([CH3:4])[CH3:3], predict the reactants needed to synthesize it. The reactants are: [O:1](CC(C(=O)C(C)O)(O)C(O)=O)[Si:2]([C:5]([CH3:8])([CH3:7])[CH3:6])([CH3:4])[CH3:3].[C:20]([O:25]C(C)(C)C)(=[O:24])[CH:21]([CH3:23])[OH:22].C1(N=C=NC2CCCCC2)CCCCC1.C(=O)([O-])O.[Na+]. (2) Given the product [CH2:24]([Sn:19]([CH2:15][CH2:16][CH2:17][CH3:18])([CH2:20][CH2:21][CH2:22][CH3:23])/[C:6](/[CH3:7])=[CH:5]\[CH2:4][OH:8])[CH2:25][CH2:26][CH3:27], predict the reactants needed to synthesize it. The reactants are: [Al].[Li].[H-].[CH2:4]([OH:8])[C:5]#[C:6][CH3:7].C(OCC)(=O)C.[CH2:15]([Sn:19](C[O-])([CH2:24][CH2:25][CH2:26][CH3:27])[CH2:20][CH2:21][CH2:22][CH3:23])[CH2:16][CH2:17][CH3:18]. (3) Given the product [CH2:8]([C:7]1[C:2]([NH2:1])=[N:3][C:4]([CH3:10])=[C:5]([I:11])[CH:6]=1)[CH3:9], predict the reactants needed to synthesize it. The reactants are: [NH2:1][C:2]1[C:7]([CH2:8][CH3:9])=[CH:6][CH:5]=[C:4]([CH3:10])[N:3]=1.[I:11]N1C(=O)CCC1=O. (4) Given the product [F:20][C:21]1[CH:32]=[CH:31][C:24]([C:25]([C:2]2[CH:7]=[C:6]([CH3:8])[CH:5]=[CH:4][N:3]=2)=[O:26])=[C:23]([C:33]([F:34])([F:35])[F:36])[CH:22]=1, predict the reactants needed to synthesize it. The reactants are: Br[C:2]1[CH:7]=[C:6]([CH3:8])[CH:5]=[CH:4][N:3]=1.CCCCCC.C([Li])CCC.[F:20][C:21]1[CH:32]=[CH:31][C:24]([C:25](N(OC)C)=[O:26])=[C:23]([C:33]([F:36])([F:35])[F:34])[CH:22]=1.O. (5) Given the product [CH:8]1([C:2]2[CH:3]=[N:4][CH:5]=[CH:6][CH:7]=2)[CH2:12][CH2:11][CH2:10][CH2:9]1, predict the reactants needed to synthesize it. The reactants are: Br[C:2]1[CH:3]=[N:4][CH:5]=[CH:6][CH:7]=1.[CH:8]1([Mg]Cl)[CH2:12][CH2:11][CH2:10][CH2:9]1. (6) Given the product [N+:22]([C:17]1[CH:18]=[N:19][CH:20]=[CH:21][C:16]=1[CH2:15][C:6](=[O:8])[C:5]([O:12][CH2:13][CH3:14])=[O:11])([O-:24])=[O:23], predict the reactants needed to synthesize it. The reactants are: [O-]CC.[Na+].[C:5]([O:12][CH2:13][CH3:14])(=[O:11])[C:6]([O:8]CC)=O.[CH3:15][C:16]1[CH:21]=[CH:20][N:19]=[CH:18][C:17]=1[N+:22]([O-:24])=[O:23].